Dataset: Reaction yield outcomes from USPTO patents with 853,638 reactions. Task: Predict the reaction yield, written as a fraction of the theoretical maximum amount of product (1.0 means a 100% yield; for example, 0.34 means a 34% yield). (1) The reactants are [OH:1][C:2]1[C:14]2[CH2:13][O:12][C:11](=[O:15])[C:10]=2[C:9]([C:16]2[CH:21]=[CH:20][C:19]([CH:22]=[CH2:23])=[CH:18][CH:17]=2)=[C:8]2[C:3]=1[CH:4]=[C:5]([O:26][CH3:27])[C:6]([O:24][CH3:25])=[CH:7]2.IC.[C:30](=O)([O-])[O-].[K+].[K+].[Cl-].[NH4+]. The catalyst is CN(C)C=O. The product is [CH3:30][O:1][C:2]1[C:14]2[CH2:13][O:12][C:11](=[O:15])[C:10]=2[C:9]([C:16]2[CH:17]=[CH:18][C:19]([CH:22]=[CH2:23])=[CH:20][CH:21]=2)=[C:8]2[C:3]=1[CH:4]=[C:5]([O:26][CH3:27])[C:6]([O:24][CH3:25])=[CH:7]2. The yield is 0.870. (2) The reactants are [F:1][C:2]1[CH:3]=[C:4]([CH:9]2[S:14][CH2:13][CH2:12][CH2:11][S:10]2)[CH:5]=[C:6]([F:8])[CH:7]=1.[Li]CCCC.[CH3:20][C:21]1[CH:22]=[C:23]([CH:26]=[C:27]([CH3:29])[CH:28]=1)[CH:24]=[O:25]. The catalyst is C1COCC1. The product is [F:1][C:2]1[CH:3]=[C:4]([C:9]2([CH:24]([C:23]3[CH:26]=[C:27]([CH3:29])[CH:28]=[C:21]([CH3:20])[CH:22]=3)[OH:25])[S:10][CH2:11][CH2:12][CH2:13][S:14]2)[CH:5]=[C:6]([F:8])[CH:7]=1. The yield is 0.520. (3) The reactants are N([O-])=O.[Na+].[NH2:5][C:6]1[CH:11]=[CH:10][C:9]([N:12]2[CH2:17][CH2:16][C:15](=[O:18])[CH2:14][CH2:13]2)=[C:8]([F:19])[CH:7]=1.[N-:20]=[N+:21]=[N-].[Na+].C([O-])(=O)C.[Na+]. The catalyst is Cl. The product is [N:5]([C:6]1[CH:11]=[CH:10][C:9]([N:12]2[CH2:17][CH2:16][C:15](=[O:18])[CH2:14][CH2:13]2)=[C:8]([F:19])[CH:7]=1)=[N+:20]=[N-:21]. The yield is 0.630. (4) The reactants are C1(P(C2C=CC=CC=2)C2C=CC=CC=2)C=CC=CC=1.BrN1C(=O)CCC1=O.[CH:28]1([CH2:33][CH:34]([C:38]2[CH:43]=[CH:42][C:41]([N:44]3[C:48]([CH3:49])=[N:47][N:46]=[N:45]3)=[C:40]([C:50]([F:53])([F:52])[F:51])[CH:39]=2)[C:35](O)=[O:36])[CH2:32][CH2:31][CH2:30][CH2:29]1.[NH2:54][C:55]1[CH:60]=[CH:59][C:58]([Br:61])=[CH:57][N:56]=1. The catalyst is C(Cl)Cl. The product is [Br:61][C:58]1[CH:59]=[CH:60][C:55]([NH:54][C:35](=[O:36])[CH:34]([C:38]2[CH:43]=[CH:42][C:41]([N:44]3[C:48]([CH3:49])=[N:47][N:46]=[N:45]3)=[C:40]([C:50]([F:51])([F:53])[F:52])[CH:39]=2)[CH2:33][CH:28]2[CH2:29][CH2:30][CH2:31][CH2:32]2)=[N:56][CH:57]=1. The yield is 0.420. (5) The reactants are Br.Cl[C:3]1[N:8]=[C:7]2[N:9]([CH2:13][C:14]([CH3:17])([CH3:16])[CH3:15])[C:10]([NH2:12])=[N:11][C:6]2=[CH:5][CH:4]=1.C(O)CCC.C(N(C(C)C)CC)(C)C.[F:32][C:33]1[CH:40]=[CH:39][C:36]([CH:37]=[CH2:38])=[CH:35][CH:34]=1. The catalyst is C(O)C. The product is [CH3:15][C:14]([CH3:17])([CH3:16])[CH2:13][N:9]1[C:7]2=[N:8][C:3](/[CH:38]=[CH:37]/[C:36]3[CH:39]=[CH:40][C:33]([F:32])=[CH:34][CH:35]=3)=[CH:4][CH:5]=[C:6]2[N:11]=[C:10]1[NH2:12]. The yield is 0.880. (6) The reactants are C([O:8][C:9]1[CH:14]=[CH:13][C:12]([N+:15]([O-])=O)=[C:11]([F:18])[C:10]=1[F:19])C1C=CC=CC=1. The catalyst is CO.[Pd]. The product is [NH2:15][C:12]1[CH:13]=[CH:14][C:9]([OH:8])=[C:10]([F:19])[C:11]=1[F:18]. The yield is 0.920. (7) The reactants are [Li+].CC([N-]C(C)C)C.[F:9][C:10]1[CH:17]=[CH:16][C:13]([C:14]#[N:15])=[CH:12][CH:11]=1.[CH3:18][O:19][C:20]1[CH:21]=[C:22]2[C:27](=[CH:28][CH:29]=1)[CH:26]=[C:25]([CH:30]=[O:31])[CH:24]=[CH:23]2. The catalyst is C1COCC1. The product is [F:9][C:10]1[CH:17]=[CH:16][C:13]([C:14]#[N:15])=[CH:12][C:11]=1[CH:30]([OH:31])[C:25]1[CH:24]=[CH:23][C:22]2[C:27](=[CH:28][CH:29]=[C:20]([O:19][CH3:18])[CH:21]=2)[CH:26]=1. The yield is 0.400.